From a dataset of Reaction yield outcomes from USPTO patents with 853,638 reactions. Predict the reaction yield, written as a fraction of the theoretical maximum amount of product (1.0 means a 100% yield; for example, 0.34 means a 34% yield). The reactants are [C:1]([N:8]1[CH2:13][CH2:12][N:11]([C:14]2[CH:19]=[CH:18][CH:17]=[CH:16][C:15]=2[CH2:20][NH2:21])[CH2:10][CH2:9]1)([O:3][C:4]([CH3:7])([CH3:6])[CH3:5])=[O:2].C(N(CC)CC)C.[CH3:29][S:30](Cl)(=[O:32])=[O:31]. The catalyst is C(Cl)Cl.CCOCC. The product is [C:1]([N:8]1[CH2:9][CH2:10][N:11]([C:14]2[CH:19]=[CH:18][CH:17]=[CH:16][C:15]=2[CH2:20][NH:21][S:30]([CH3:29])(=[O:32])=[O:31])[CH2:12][CH2:13]1)([O:3][C:4]([CH3:7])([CH3:6])[CH3:5])=[O:2]. The yield is 0.780.